Dataset: Catalyst prediction with 721,799 reactions and 888 catalyst types from USPTO. Task: Predict which catalyst facilitates the given reaction. (1) Reactant: FC(F)(F)C(O)=O.[CH3:8][N:9]([CH3:30])[CH:10]1[CH2:15][CH2:14][CH:13]([O:16][C:17]2[C:18]3[C:19]4[CH2:20][NH:21][CH2:22][CH2:23][C:24]=4[S:25][C:26]=3[N:27]=[CH:28][N:29]=2)[CH2:12][CH2:11]1.[CH3:31][S:32](Cl)(=[O:34])=[O:33]. Product: [CH3:31][S:32]([N:21]1[CH2:20][C:19]2[C:18]3[C:17]([O:16][CH:13]4[CH2:12][CH2:11][CH:10]([N:9]([CH3:30])[CH3:8])[CH2:15][CH2:14]4)=[N:29][CH:28]=[N:27][C:26]=3[S:25][C:24]=2[CH2:23][CH2:22]1)(=[O:34])=[O:33]. The catalyst class is: 4. (2) Product: [F:11][C:7]1[CH:8]=[C:9]([F:10])[C:2]([F:1])=[C:3]([CH:4]=[C:16]([N+:13]([O-:15])=[O:14])[CH3:17])[C:6]=1[F:12]. Reactant: [F:1][C:2]1[C:9]([F:10])=[CH:8][C:7]([F:11])=[C:6]([F:12])[C:3]=1[CH:4]=O.[N+:13]([CH2:16][CH3:17])([O-:15])=[O:14].C1(N)CCCCC1. The catalyst class is: 15. (3) Reactant: [CH2:1]([O:3][C:4]([N:6]1[CH2:11][CH2:10][N:9]([C:12](=[O:39])[C@@H:13]([NH:24][C:25]([C:27]2[CH:31]=[C:30]([OH:32])[N:29]([C:33]3[CH:38]=[CH:37][CH:36]=[CH:35][CH:34]=3)[N:28]=2)=[O:26])[CH2:14][CH2:15][CH2:16][C:17]([O:19]C(C)(C)C)=[O:18])[CH2:8][CH2:7]1)=[O:5])[CH3:2].C(=O)([O-])[O-].[Cs+].[Cs+].[CH2:46]([O:48][C:49]([C:51]1(Br)[CH2:54][CH2:53][CH2:52]1)=[O:50])[CH3:47]. Product: [CH2:1]([O:3][C:4]([N:6]1[CH2:11][CH2:10][N:9]([C:12](=[O:39])[C@@H:13]([NH:24][C:25]([C:27]2[CH:31]=[C:30]([O:32][C:51]3([C:49]([O:48][CH2:46][CH3:47])=[O:50])[CH2:54][CH2:53][CH2:52]3)[N:29]([C:33]3[CH:34]=[CH:35][CH:36]=[CH:37][CH:38]=3)[N:28]=2)=[O:26])[CH2:14][CH2:15][CH2:16][C:17]([OH:19])=[O:18])[CH2:8][CH2:7]1)=[O:5])[CH3:2]. The catalyst class is: 18. (4) Reactant: [CH3:1][O:2][C:3]1[CH:4]=[C:5]2[C:10](=[CH:11][C:12]=1[O:13][CH3:14])[N:9]=[CH:8][CH:7]=[C:6]2[O:15][C:16]1[CH:22]=[CH:21][C:19]([NH2:20])=[CH:18][CH:17]=1.ClC(Cl)(O[C:27](=[O:33])[O:28][C:29](Cl)(Cl)Cl)Cl.[CH3:35][O:36][C:37]1[CH:38]=C(O)[CH:40]=[CH:41][CH:42]=1.C(=O)(O)[O-].[Na+]. Product: [CH3:1][O:2][C:3]1[CH:4]=[C:5]2[C:10](=[CH:11][C:12]=1[O:13][CH3:14])[N:9]=[CH:8][CH:7]=[C:6]2[O:15][C:16]1[CH:22]=[CH:21][C:19]([NH:20][C:27](=[O:33])[O:28][C:29]2[CH:40]=[CH:41][CH:42]=[C:37]([O:36][CH3:35])[CH:38]=2)=[CH:18][CH:17]=1. The catalyst class is: 208. (5) Reactant: [F:1][C:2]1[CH:3]=[C:4]([CH:22]=[CH:23][CH:24]=1)[CH2:5][O:6][C:7]1[CH:16]=[C:15]2[C:10]([CH:11]=[C:12]([C:17](OCC)=[O:18])[CH:13]=[N:14]2)=[N:9][CH:8]=1.OC1C=C2C(C=C(C(OCC)=O)C=N2)=[N:28]C=1.C([O-])([O-])=O.[Cs+].[Cs+].FC1C=C(C=CC=1)CCl. Product: [F:1][C:2]1[CH:3]=[C:4]([CH2:5][O:6][C:7]2[CH:16]=[C:15]3[C:10]([CH:11]=[C:12]([C:17]([NH2:28])=[O:18])[CH:13]=[N:14]3)=[N:9][CH:8]=2)[CH:22]=[CH:23][CH:24]=1. The catalyst class is: 303. (6) Reactant: [F:1][C:2]([F:12])([F:11])[C:3]1[CH:4]=[C:5]([CH2:9][OH:10])[CH:6]=[N:7][CH:8]=1.C(N(CC)CC)C.[CH3:20][S:21](Cl)(=[O:23])=[O:22]. Product: [CH3:20][S:21]([O:10][CH2:9][C:5]1[CH:6]=[N:7][CH:8]=[C:3]([C:2]([F:11])([F:1])[F:12])[CH:4]=1)(=[O:23])=[O:22]. The catalyst class is: 4. (7) Reactant: CC(=CC)C.[OH2:6].O.P([O-])(O)(O)=O.[Na+].Cl([O-])=O.[Na+].[N:18]1([C:23]2[CH:30]=[CH:29][C:26]([CH:27]=[O:28])=[CH:25][C:24]=2[O:31][CH3:32])[CH:22]=[CH:21][N:20]=[CH:19]1. Product: [N:18]1([C:23]2[CH:30]=[CH:29][C:26]([C:27]([OH:6])=[O:28])=[CH:25][C:24]=2[O:31][CH3:32])[CH:22]=[CH:21][N:20]=[CH:19]1. The catalyst class is: 878. (8) Reactant: [NH2:1][C:2]1[CH:6]=[C:5]([C:7]([CH3:10])([CH3:9])[CH3:8])[Se:4][C:3]=1[C:11]#[N:12].F[B-](F)(F)F.[H+].[N:19]([O-])=O.[Na+].C(=O)([O-])[O-].[K+].[K+].[CH3:29][NH:30][CH3:31]. Product: [CH3:29][N:30]([N:19]=[N:1][C:2]1[CH:6]=[C:5]([C:7]([CH3:9])([CH3:8])[CH3:10])[Se:4][C:3]=1[C:11]#[N:12])[CH3:31]. The catalyst class is: 283. (9) Reactant: [F:1][C:2]1[CH:11]=[CH:10][C:5]([CH2:6][N:7]=[C:8]=[O:9])=[CH:4][CH:3]=1.[NH2:12][C:13]1[C:14]2[S:25][C:24]([C:26]([O:28][CH3:29])=[O:27])=[CH:23][C:15]=2[N:16]([C:18]([O:20][CH2:21][CH3:22])=[O:19])[N:17]=1. Product: [F:1][C:2]1[CH:3]=[CH:4][C:5]([CH2:6][NH:7][C:8]([NH:12][C:13]2[C:14]3[S:25][C:24]([C:26]([O:28][CH3:29])=[O:27])=[CH:23][C:15]=3[N:16]([C:18]([O:20][CH2:21][CH3:22])=[O:19])[N:17]=2)=[O:9])=[CH:10][CH:11]=1. The catalyst class is: 4.